From a dataset of Peptide-MHC class II binding affinity with 134,281 pairs from IEDB. Regression. Given a peptide amino acid sequence and an MHC pseudo amino acid sequence, predict their binding affinity value. This is MHC class II binding data. (1) The peptide sequence is FGQNTSAIAAAEAQY. The MHC is HLA-DQA10501-DQB10301 with pseudo-sequence HLA-DQA10501-DQB10301. The binding affinity (normalized) is 0.532. (2) The peptide sequence is RYANPIAFFRKEPLK. The MHC is HLA-DPA10103-DPB10401 with pseudo-sequence HLA-DPA10103-DPB10401. The binding affinity (normalized) is 0.229. (3) The peptide sequence is PETEKAEEVEKIEKT. The MHC is DRB3_0202 with pseudo-sequence DRB3_0202. The binding affinity (normalized) is 0.102. (4) The peptide sequence is EKKHFAATQFEPLAA. The MHC is HLA-DQA10301-DQB10302 with pseudo-sequence HLA-DQA10301-DQB10302. The binding affinity (normalized) is 0.398. (5) The peptide sequence is TLTEALRVIAGTLEV. The MHC is DRB1_0802 with pseudo-sequence DRB1_0802. The binding affinity (normalized) is 0.517. (6) The peptide sequence is KLAFLVQTEPRMLLM. The MHC is DRB1_1302 with pseudo-sequence DRB1_1302. The binding affinity (normalized) is 0.190. (7) The peptide sequence is FLTGPLNFTGPCKGD. The MHC is DRB1_1001 with pseudo-sequence DRB1_1001. The binding affinity (normalized) is 0.571. (8) The peptide sequence is AKCNLNHDSEFCDML. The MHC is DRB1_0101 with pseudo-sequence DRB1_0101. The binding affinity (normalized) is 0.419.